Dataset: Full USPTO retrosynthesis dataset with 1.9M reactions from patents (1976-2016). Task: Predict the reactants needed to synthesize the given product. Given the product [Cl:15][C:14]1([Cl:17])[CH2:4][CH2:5][CH2:6][NH:1][C:2]1=[O:7], predict the reactants needed to synthesize it. The reactants are: [NH:1]1[CH2:6][CH2:5][CH2:4]C[C:2]1=[O:7].P(Cl)(Cl)(Cl)(Cl)Cl.[CH:14]([Cl:17])(Cl)[Cl:15].